Dataset: Forward reaction prediction with 1.9M reactions from USPTO patents (1976-2016). Task: Predict the product of the given reaction. (1) The product is: [NH2:19][C:10]1[C:9]2[N:8]=[CH:7][N:6]([CH2:5][CH2:4][CH2:3][CH2:2][NH:1][C:29]([C@@H:27]3[CH2:28][C@H:26]3[C:20]3[CH:25]=[CH:24][CH:23]=[CH:22][CH:21]=3)=[O:30])[C:18]=2[C:17]2[CH:16]=[CH:15][CH:14]=[CH:13][C:12]=2[N:11]=1. Given the reactants [NH2:1][CH2:2][CH2:3][CH2:4][CH2:5][N:6]1[C:18]2[C:17]3[CH:16]=[CH:15][CH:14]=[CH:13][C:12]=3[N:11]=[C:10]([NH2:19])[C:9]=2[N:8]=[CH:7]1.[C:20]1([C@@H:26]2[CH2:28][C@H:27]2[C:29](Cl)=[O:30])[CH:25]=[CH:24][CH:23]=[CH:22][CH:21]=1, predict the reaction product. (2) The product is: [Cl:8][C:5]1[CH:6]=[CH:7][C:2]2[N:1]=[CH:12][NH:11][C:9](=[O:10])[C:3]=2[N:4]=1. Given the reactants [NH2:1][C:2]1[C:3]([C:9]([NH2:11])=[O:10])=[N:4][C:5]([Cl:8])=[CH:6][CH:7]=1.[CH2:12](OC(OCC)OCC)C, predict the reaction product. (3) Given the reactants [Br:1][C:2]1[CH:7]=[CH:6][C:5](OC=C)=[CH:4][CH:3]=1.[Br:11][C:12]1[CH:17]=[CH:16][C:15](O)=[CH:14][CH:13]=1.F[C:20](F)(F)[C:21]([OH:23])=[O:22], predict the reaction product. The product is: [CH:21]([O:23][C:7]1[CH:6]=[CH:5][CH:4]=[CH:3][C:2]=1[Br:1])([O:22][C:13]1[CH:14]=[CH:15][CH:16]=[CH:17][C:12]=1[Br:11])[CH3:20]. (4) The product is: [OH:4][CH2:5][C@H:6]1[O:7][C@@H:8]([C:16](=[NH:19])[NH:17][O:18]/[C:26](=[CH:25]/[C:23]([O:22][CH2:20][CH3:21])=[O:24])/[C:27]([O:29][CH2:30][CH3:31])=[O:28])[CH2:9][CH2:10][CH2:11]1. Given the reactants C([O:4][CH2:5][C@@H:6]1[C@@H:11](OC(=O)C)[CH:10]=[CH:9][C@H:8]([C:16](=[NH:19])[NH:17][OH:18])[O:7]1)(=O)C.[CH2:20]([O:22][C:23]([C:25]#[C:26][C:27]([O:29][CH2:30][CH3:31])=[O:28])=[O:24])[CH3:21], predict the reaction product. (5) The product is: [C:11]([C:12]1[CH:13]=[C:14]([NH2:15])[N:2]([C:4]2[CH:9]=[CH:8][N:7]=[CH:6][CH:5]=2)[N:3]=1)([CH3:18])([CH3:17])[CH3:10]. Given the reactants Cl.[NH:2]([C:4]1[CH:9]=[CH:8][N:7]=[CH:6][CH:5]=1)[NH2:3].[CH3:10][C:11]([CH3:18])([CH3:17])[C:12](=O)[CH2:13][C:14]#[N:15], predict the reaction product. (6) Given the reactants [O:1]=[C:2]1[CH2:11][CH2:10][C:9]2[C:4](=[CH:5][CH:6]=[C:7]([O:12][CH2:13][C:14]([O:16]CC)=O)[CH:8]=2)[NH:3]1.[Cl:19][C:20]1[CH:25]=[CH:24][C:23]([CH2:26][C:27](=[N:29]O)[NH2:28])=[CH:22][CH:21]=1.C(=O)([O-])[O-].[K+].[K+], predict the reaction product. The product is: [Cl:19][C:20]1[CH:21]=[CH:22][C:23]([CH2:26][C:27]2[N:28]=[C:14]([CH2:13][O:12][C:7]3[CH:8]=[C:9]4[C:4](=[CH:5][CH:6]=3)[NH:3][C:2](=[O:1])[CH2:11][CH2:10]4)[O:16][N:29]=2)=[CH:24][CH:25]=1. (7) Given the reactants C([O:3][C:4](=[O:34])[CH:5]([C:10]1[CH:11]=[C:12]([C:24]2[CH:29]=[CH:28][C:27]([C:30]([F:33])([F:32])[F:31])=[CH:26][CH:25]=2)[CH:13]=[C:14](OS(C(F)(F)F)(=O)=O)[CH:15]=1)[CH2:6][CH:7]([CH3:9])[CH3:8])C.[C:35]([C:37]1[CH:42]=[CH:41][C:40](B(O)O)=[CH:39][CH:38]=1)#[N:36], predict the reaction product. The product is: [C:35]([C:37]1[CH:42]=[CH:41][C:40]([C:14]2[CH:15]=[C:10]([CH:5]([CH2:6][CH:7]([CH3:9])[CH3:8])[C:4]([OH:34])=[O:3])[CH:11]=[C:12]([C:24]3[CH:25]=[CH:26][C:27]([C:30]([F:31])([F:32])[F:33])=[CH:28][CH:29]=3)[CH:13]=2)=[CH:39][CH:38]=1)#[N:36].